From a dataset of Reaction yield outcomes from USPTO patents with 853,638 reactions. Predict the reaction yield, written as a fraction of the theoretical maximum amount of product (1.0 means a 100% yield; for example, 0.34 means a 34% yield). (1) The reactants are [N+:1]([C:4]1[CH:9]=[CH:8][C:7]([N:10]2[CH2:15][CH2:14][NH:13][CH:12]([CH2:16][OH:17])[CH2:11]2)=[CH:6][CH:5]=1)([O-:3])=[O:2].[CH2:18](Br)[C:19]1[CH:24]=[CH:23][CH:22]=[CH:21][CH:20]=1. The catalyst is C(Cl)Cl. The product is [CH2:18]([N:13]1[CH2:14][CH2:15][N:10]([C:7]2[CH:6]=[CH:5][C:4]([N+:1]([O-:3])=[O:2])=[CH:9][CH:8]=2)[CH2:11][CH:12]1[CH2:16][OH:17])[C:19]1[CH:24]=[CH:23][CH:22]=[CH:21][CH:20]=1. The yield is 0.495. (2) The reactants are [C:1]([C:5]1[CH:10]=[CH:9][CH:8]=[CH:7][C:6]=1[OH:11])([CH3:4])([CH3:3])[CH3:2].C(N(CC)CC)C.[O:19]1CCC[CH2:20]1. No catalyst specified. The product is [C:1]([C:5]1[CH:10]=[CH:9][CH:8]=[C:7]([CH:20]=[O:19])[C:6]=1[OH:11])([CH3:4])([CH3:2])[CH3:3]. The yield is 0.700. (3) The reactants are C([O:3][C:4](=[O:38])[CH2:5][N:6]([CH2:13][C:14]1[CH:19]=[CH:18][CH:17]=[C:16]([CH2:20][O:21][C:22]2[CH:27]=[CH:26][C:25]([C:28]3[CH:33]=[C:32]([F:34])[C:31]([F:35])=[CH:30][C:29]=3[O:36][CH3:37])=[CH:24][CH:23]=2)[CH:15]=1)[C:7](=[O:12])[C:8]([CH3:11])([CH3:10])[CH3:9])C.[OH-].[Li+].C1COCC1. The catalyst is C(OCC)(=O)C. The product is [F:35][C:31]1[C:32]([F:34])=[CH:33][C:28]([C:25]2[CH:26]=[CH:27][C:22]([O:21][CH2:20][C:16]3[CH:15]=[C:14]([CH:19]=[CH:18][CH:17]=3)[CH2:13][N:6]([CH2:5][C:4]([OH:38])=[O:3])[C:7](=[O:12])[C:8]([CH3:9])([CH3:11])[CH3:10])=[CH:23][CH:24]=2)=[C:29]([O:36][CH3:37])[CH:30]=1. The yield is 0.980. (4) The reactants are [N-:1]=[N+]=[N-].N1[CH:9]=[CH:8][CH:7]=[CH:6][CH:5]=1.Cl[C:11]([O:13][C:14]1C=CC=CC=1)=[O:12].C1(P([C:33]2[CH:38]=[CH:37]C=CC=2)C2C=CC=CC=2)C=CC=CC=1.[C:39]([O:42][CH2:43][CH3:44])(=[O:41])[CH3:40]. The catalyst is ClCCl.S([O-])([O-])(=O)=O.[Na+].[Na+].C(Cl)(Cl)Cl.O.C1COCC1. The product is [CH2:43]([O:42][C:39]([C@@H:40]1[C@H:14]([CH:38]([CH3:37])[CH3:33])[O:13][C:11](=[O:12])[NH:1]1)=[O:41])[C:44]1[CH:5]=[CH:6][CH:7]=[CH:8][CH:9]=1. The yield is 0.930. (5) The reactants are Cl[C:2]1[CH:9]=[CH:8][C:5]([C:6]#[N:7])=[CH:4][CH:3]=1.[C:10]1([NH:16][C:17]2[CH:22]=[CH:21][CH:20]=[CH:19][CH:18]=2)[CH:15]=[CH:14][CH:13]=[CH:12][CH:11]=1.CC(C)([O-])C.[Na+]. No catalyst specified. The product is [C:6]([C:5]1[CH:8]=[CH:9][C:2]([N:16]([C:17]2[CH:18]=[CH:19][CH:20]=[CH:21][CH:22]=2)[C:10]2[CH:15]=[CH:14][CH:13]=[CH:12][CH:11]=2)=[CH:3][CH:4]=1)#[N:7]. The yield is 0.960. (6) The reactants are [CH3:1][C:2]1[CH:9]=[CH:8][C:5]([CH2:6]Br)=[CH:4][CH:3]=1.[N-:10]=[N+:11]=[N-:12].[Na+]. The catalyst is CN(C)C=O.O. The product is [N:10]([CH2:6][C:5]1[CH:8]=[CH:9][C:2]([CH3:1])=[CH:3][CH:4]=1)=[N+:11]=[N-:12]. The yield is 0.990. (7) The reactants are [Cl:1]N1C(=O)CCC1=O.[Cl:9][C:10]1[CH:15]=[CH:14][C:13]([NH:16][C:17]([CH:19]2[CH2:24][CH2:23][CH2:22][N:21]([C:25](=[O:37])[C:26]3[CH:31]=[CH:30][CH:29]=[C:28]([C:32]4[O:33][CH:34]=[CH:35][CH:36]=4)[CH:27]=3)[CH2:20]2)=[O:18])=[CH:12][CH:11]=1. The catalyst is CN(C=O)C.O. The product is [Cl:1][C:34]1[O:33][C:32]([C:28]2[CH:27]=[C:26]([CH:31]=[CH:30][CH:29]=2)[C:25]([N:21]2[CH2:22][CH2:23][CH2:24][CH:19]([C:17]([NH:16][C:13]3[CH:12]=[CH:11][C:10]([Cl:9])=[CH:15][CH:14]=3)=[O:18])[CH2:20]2)=[O:37])=[CH:36][CH:35]=1. The yield is 0.390. (8) The reactants are [CH2:1]([C@@H:3]1[CH2:8][C@H:7]2[CH2:9][C@@H:4]1[C:5](=[O:10])[O:6]2)[CH3:2].[NH:11]([C:13]1[N:14]=[C:15]2[CH:21]=[CH:20][N:19]([S:22]([C:25]3[CH:31]=[CH:30][C:28]([CH3:29])=[CH:27][CH:26]=3)(=[O:24])=[O:23])[C:16]2=[N:17][CH:18]=1)[NH2:12].C[Al](C)C.Cl. The catalyst is O1CCOCC1. The product is [CH2:1]([C@@H:3]1[CH2:8][C@H:7]([OH:6])[CH2:9][C@@H:4]1[C:5]([NH:12][NH:11][C:13]1[N:14]=[C:15]2[CH:21]=[CH:20][N:19]([S:22]([C:25]3[CH:31]=[CH:30][C:28]([CH3:29])=[CH:27][CH:26]=3)(=[O:24])=[O:23])[C:16]2=[N:17][CH:18]=1)=[O:10])[CH3:2]. The yield is 0.530. (9) The reactants are [N+:1]([C:4]1[CH:10]=[CH:9][C:7]([NH2:8])=[C:6]([C:11]#[C:12][C:13]2[CH:18]=[CH:17][CH:16]=[CH:15][N:14]=2)[CH:5]=1)([O-:3])=[O:2].CC([O-])(C)C.[K+]. The catalyst is CN(C=O)C.O. The product is [N+:1]([C:4]1[CH:5]=[C:6]2[C:7](=[CH:9][CH:10]=1)[NH:8][C:12]([C:13]1[CH:18]=[CH:17][CH:16]=[CH:15][N:14]=1)=[CH:11]2)([O-:3])=[O:2]. The yield is 0.670.